This data is from Forward reaction prediction with 1.9M reactions from USPTO patents (1976-2016). The task is: Predict the product of the given reaction. (1) The product is: [NH2:18][C:17]1[C:4]2[C:5](=[O:20])[N:6]([C:8]3[C:13]([F:14])=[CH:12][CH:11]=[CH:10][C:9]=3[F:15])[CH:7]=[C:2]([Br:1])[C:3]=2[NH:22][N:21]=1. Given the reactants [Br:1][C:2]1[C:3](Cl)=[C:4]([C:17]#[N:18])[C:5](=O)[N:6]([C:8]2[C:13]([F:14])=[CH:12][CH:11]=[CH:10][C:9]=2[F:15])[CH:7]=1.[OH2:20].[NH2:21][NH2:22], predict the reaction product. (2) Given the reactants [N:1]1([C:7]2([C:13](N)=[O:14])[CH2:12][CH2:11][NH:10][CH2:9][CH2:8]2)[CH2:6][CH2:5][CH2:4][CH2:3][CH2:2]1.[Na], predict the reaction product. The product is: [N:1]1([C:7]2([CH2:13][OH:14])[CH2:12][CH2:11][NH:10][CH2:9][CH2:8]2)[CH2:6][CH2:5][CH2:4][CH2:3][CH2:2]1. (3) Given the reactants [Br:1][CH2:2][CH2:3][C:4]1[CH:9]=[CH:8][CH:7]=[CH:6][CH:5]=1.[CH3:10][C:11]1[CH:21]=[N:20][CH:19]=[C:18]([CH3:22])[C:12]=1[C:13]([O:15][CH2:16][CH3:17])=[O:14], predict the reaction product. The product is: [Br-:1].[CH2:16]([O:15][C:13]([C:12]1[C:11]([CH3:10])=[CH:21][N+:20]([CH:3]([C:4]2[CH:9]=[CH:8][CH:7]=[CH:6][CH:5]=2)[CH3:2])=[CH:19][C:18]=1[CH3:22])=[O:14])[CH3:17]. (4) The product is: [CH3:22][O:10][C:9](=[O:11])[CH2:8][C:5]1[CH:4]=[CH:3][C:2]([O:1][C:13]2[CH:14]=[CH:15][C:16]([CH:20]=[O:21])=[C:17]([CH3:19])[N:18]=2)=[CH:7][CH:6]=1. Given the reactants [OH:1][C:2]1[CH:7]=[CH:6][C:5]([CH2:8][C:9]([O-:11])=[O:10])=[CH:4][CH:3]=1.Cl[C:13]1[N:18]=[C:17]([CH3:19])[C:16]([CH:20]=[O:21])=[CH:15][CH:14]=1.[C:22]([O-])([O-])=O.[K+].[K+], predict the reaction product. (5) Given the reactants [Br:1][C:2]1[C:10]([O:11][CH3:12])=[CH:9][C:5]([C:6](O)=[O:7])=[CH:4][C:3]=1[O:13][CH3:14].C1COCC1.B.CSC, predict the reaction product. The product is: [Br:1][C:2]1[C:10]([O:11][CH3:12])=[CH:9][C:5]([CH2:6][OH:7])=[CH:4][C:3]=1[O:13][CH3:14]. (6) The product is: [Cl:1][C:2]1[C:10]([Cl:11])=[CH:9][CH:8]=[CH:7][C:3]=1[C:4]([NH:22][CH2:21][CH:20]([C:17]1[CH:18]=[N:19][C:14]([CH:13]([F:28])[F:12])=[N:15][CH:16]=1)[CH2:23][C:24]1([F:27])[CH2:26][CH2:25]1)=[O:6]. Given the reactants [Cl:1][C:2]1[C:10]([Cl:11])=[CH:9][CH:8]=[CH:7][C:3]=1[C:4]([OH:6])=O.[F:12][CH:13]([F:28])[C:14]1[N:19]=[CH:18][C:17]([CH:20]([CH2:23][C:24]2([F:27])[CH2:26][CH2:25]2)[CH2:21][NH2:22])=[CH:16][N:15]=1, predict the reaction product. (7) Given the reactants Cl[CH:2]1[C:8]([O:11][CH3:12])([O:9][CH3:10])[C:7]2([CH3:14])[O:13][C:4]([CH3:15])([CH:5]=[CH:6]2)[C:3]1=[O:16].C(#N)N(C)C.C([SnH](CCCC)CCCC)CCC.CCCCCC.C(OCC)(=O)C, predict the reaction product. The product is: [CH3:10][O:9][C:8]1([O:11][CH3:12])[C:7]2([CH3:14])[O:13][C:4]([CH3:15])([CH:5]=[CH:6]2)[C:3](=[O:16])[CH2:2]1.